Dataset: Reaction yield outcomes from USPTO patents with 853,638 reactions. Task: Predict the reaction yield, written as a fraction of the theoretical maximum amount of product (1.0 means a 100% yield; for example, 0.34 means a 34% yield). (1) The product is [C:24]([N:21]1[CH2:20][CH2:19][C:18]2([CH2:9][C:8](=[O:10])[C:7]3[C:2](=[CH:3][C:4]([O:15][CH3:16])=[C:5]([O:13][CH3:14])[C:6]=3[O:11][CH3:12])[O:1]2)[CH2:23][CH2:22]1)([O:26][C:27]([CH3:30])([CH3:29])[CH3:28])=[O:25]. The catalyst is C1C=CC=CC=1. The reactants are [OH:1][C:2]1[C:7]([C:8](=[O:10])[CH3:9])=[C:6]([O:11][CH3:12])[C:5]([O:13][CH3:14])=[C:4]([O:15][CH3:16])[CH:3]=1.O=[C:18]1[CH2:23][CH2:22][N:21]([C:24]([O:26][C:27]([CH3:30])([CH3:29])[CH3:28])=[O:25])[CH2:20][CH2:19]1.N1CCCC1. The yield is 0.330. (2) The reactants are [Br:1][C:2]1[C:12]2[CH:11]([CH3:13])[CH2:10][N:9](C(=O)C(F)(F)F)[CH2:8][CH2:7][C:6]=2[N:5]=[C:4]([O:20][CH3:21])[C:3]=1[NH2:22].C([O-])([O-])=O.[K+].[K+].CO.O. The catalyst is C([O-])(O)=O.[Na+]. The product is [Br:1][C:2]1[C:12]2[CH:11]([CH3:13])[CH2:10][NH:9][CH2:8][CH2:7][C:6]=2[N:5]=[C:4]([O:20][CH3:21])[C:3]=1[NH2:22]. The yield is 0.860. (3) The reactants are [F:1][C:2]1[CH:3]=[C:4]([CH:10]=[CH:11][CH:12]=1)/[CH:5]=[CH:6]/[C:7]([OH:9])=O.[CH3:13][N:14]([CH3:30])[CH:15]1[CH2:19][CH2:18][N:17]([C:20]2[S:21][C:22]3[CH:28]=[C:27]([NH2:29])[CH:26]=[CH:25][C:23]=3[N:24]=2)[CH2:16]1. No catalyst specified. The product is [CH3:13][N:14]([CH3:30])[CH:15]1[CH2:19][CH2:18][N:17]([C:20]2[S:21][C:22]3[CH:28]=[C:27]([NH:29][C:7](=[O:9])[CH:6]=[CH:5][C:4]4[CH:10]=[CH:11][CH:12]=[C:2]([F:1])[CH:3]=4)[CH:26]=[CH:25][C:23]=3[N:24]=2)[CH2:16]1. The yield is 0.160. (4) The reactants are [F:1][C:2]1[C:7](OS(C(F)(F)F)(=O)=O)=[CH:6][CH:5]=[C:4]([F:16])[C:3]=1[C:17]1[N:22]=[C:21]([C:23]([O:25]C)=[O:24])[CH:20]=[CH:19][C:18]=1[F:27].[CH3:28]B(O)O.C(=O)([O-])[O-].[K+].[K+].C(OCC)(=O)C. The catalyst is O1CCOCC1.O.C1C=CC([P]([Pd]([P](C2C=CC=CC=2)(C2C=CC=CC=2)C2C=CC=CC=2)([P](C2C=CC=CC=2)(C2C=CC=CC=2)C2C=CC=CC=2)[P](C2C=CC=CC=2)(C2C=CC=CC=2)C2C=CC=CC=2)(C2C=CC=CC=2)C2C=CC=CC=2)=CC=1. The product is [F:1][C:2]1[C:7]([CH3:28])=[CH:6][CH:5]=[C:4]([F:16])[C:3]=1[C:17]1[N:22]=[C:21]([C:23]([OH:25])=[O:24])[CH:20]=[CH:19][C:18]=1[F:27]. The yield is 0.970. (5) The reactants are [Cl:1][C:2]1[C:7]([O:8][CH3:9])=[CH:6][C:5]([C:10]2[CH:11]=[CH:12][C:13]([N:16]3[CH2:22][CH2:21][CH2:20][N:19]([C:23]4[CH:28]=[CH:27][C:26]([C:29]5[CH:34]=[C:33]([O:35][CH3:36])[C:32]([Cl:37])=[C:31]([O:38][CH3:39])[CH:30]=5)=[CH:25][N:24]=4)[CH2:18][CH2:17]3)=[N:14][CH:15]=2)=[CH:4][C:3]=1[O:40][CH3:41].[CH3:42][S:43]([OH:46])(=[O:45])=[O:44]. The catalyst is CO. The product is [CH3:42][S:43]([OH:46])(=[O:45])=[O:44].[CH3:42][S:43]([OH:46])(=[O:45])=[O:44].[Cl:37][C:32]1[C:31]([O:38][CH3:39])=[CH:30][C:29]([C:26]2[CH:27]=[CH:28][C:23]([N:19]3[CH2:20][CH2:21][CH2:22][N:16]([C:13]4[CH:12]=[CH:11][C:10]([C:5]5[CH:6]=[C:7]([O:8][CH3:9])[C:2]([Cl:1])=[C:3]([O:40][CH3:41])[CH:4]=5)=[CH:15][N:14]=4)[CH2:17][CH2:18]3)=[N:24][CH:25]=2)=[CH:34][C:33]=1[O:35][CH3:36]. The yield is 0.830. (6) The product is [CH2:20]([O:22][C:23](=[O:26])[CH2:24][N:5]([CH2:1][CH2:2][CH:3]=[CH2:4])[C@H:6]([C:8]1[CH:9]=[CH:10][CH:11]=[CH:12][CH:13]=1)[CH3:7])[CH3:21]. The yield is 0.945. The catalyst is CN(C=O)C.CCOCC. The reactants are [CH2:1]([NH:5][C@H:6]([C:8]1[CH:13]=[CH:12][CH:11]=[CH:10][CH:9]=1)[CH3:7])[CH2:2][CH:3]=[CH2:4].C([O-])([O-])=O.[K+].[K+].[CH2:20]([O:22][C:23](=[O:26])[CH2:24]Br)[CH3:21]. (7) The reactants are [NH2:1][C:2]1[C:10]2[CH2:9][CH2:8][N:7]([C:11]3[CH:16]=[CH:15][C:14]([CH3:17])=[CH:13][CH:12]=3)[C:6](=[O:18])[C:5]=2[NH:4][N:3]=1.C(OOC([O-])=O)([O-])=O.[K+].[K+].[C:29](O[C:29]([O:31][C:32]([CH3:35])([CH3:34])[CH3:33])=[O:30])([O:31][C:32]([CH3:35])([CH3:34])[CH3:33])=[O:30]. The catalyst is O1CCCC1. The product is [C:32]([O:31][C:29]([N:4]1[C:5]2[C:6](=[O:18])[N:7]([C:11]3[CH:16]=[CH:15][C:14]([CH3:17])=[CH:13][CH:12]=3)[CH2:8][CH2:9][C:10]=2[C:2]([NH2:1])=[N:3]1)=[O:30])([CH3:35])([CH3:34])[CH3:33]. The yield is 0.701.